This data is from Forward reaction prediction with 1.9M reactions from USPTO patents (1976-2016). The task is: Predict the product of the given reaction. Given the reactants [N:1]1([C:7]2[CH:12]=[CH:11][C:10]([NH2:13])=[CH:9][CH:8]=2)[CH2:6][CH2:5][O:4][CH2:3][CH2:2]1.[CH2:14]([N:16]1[CH2:21][CH2:20][N:19]([C:22]2[CH:23]=[C:24]([O:35][CH3:36])[CH:25]=[C:26]3[C:31]=2[O:30][CH:29]([C:32](O)=[O:33])[CH2:28][CH2:27]3)[CH2:18][CH2:17]1)[CH3:15], predict the reaction product. The product is: [CH2:14]([N:16]1[CH2:21][CH2:20][N:19]([C:22]2[CH:23]=[C:24]([O:35][CH3:36])[CH:25]=[C:26]3[C:31]=2[O:30][CH:29]([C:32]([NH:13][C:10]2[CH:9]=[CH:8][C:7]([N:1]4[CH2:2][CH2:3][O:4][CH2:5][CH2:6]4)=[CH:12][CH:11]=2)=[O:33])[CH2:28][CH2:27]3)[CH2:18][CH2:17]1)[CH3:15].